Dataset: NCI-60 drug combinations with 297,098 pairs across 59 cell lines. Task: Regression. Given two drug SMILES strings and cell line genomic features, predict the synergy score measuring deviation from expected non-interaction effect. (1) Drug 1: C1CC(=O)NC(=O)C1N2CC3=C(C2=O)C=CC=C3N. Drug 2: CC(C1=C(C=CC(=C1Cl)F)Cl)OC2=C(N=CC(=C2)C3=CN(N=C3)C4CCNCC4)N. Cell line: KM12. Synergy scores: CSS=12.5, Synergy_ZIP=-7.23, Synergy_Bliss=-15.3, Synergy_Loewe=-29.8, Synergy_HSA=-13.2. (2) Drug 1: C1=C(C(=O)NC(=O)N1)F. Drug 2: C1CN(P(=O)(OC1)NCCCl)CCCl. Cell line: 786-0. Synergy scores: CSS=25.1, Synergy_ZIP=-1.33, Synergy_Bliss=-4.10, Synergy_Loewe=-16.6, Synergy_HSA=-4.41.